Dataset: Catalyst prediction with 721,799 reactions and 888 catalyst types from USPTO. Task: Predict which catalyst facilitates the given reaction. (1) Reactant: [F:1][C:2]1[CH:9]=[C:8]([Br:10])[CH:7]=[CH:6][C:3]=1[CH2:4]Br.[NH:11]1[CH2:15][CH2:14][CH2:13][C:12]1=[O:16].[H-].[Na+]. Product: [Br:10][C:8]1[CH:7]=[CH:6][C:3]([CH2:4][N:11]2[CH2:15][CH2:14][CH2:13][C:12]2=[O:16])=[C:2]([F:1])[CH:9]=1. The catalyst class is: 3. (2) Reactant: [I:1][C:2]1[C:3]([CH:16]=[O:17])=[N:4][N:5]([CH2:7][C:8]2[CH:13]=[CH:12][C:11]([O:14][CH3:15])=[CH:10][CH:9]=2)[CH:6]=1.[CH:18]([Mg]Br)=[CH2:19].[NH4+].[Cl-]. Product: [I:1][C:2]1[C:3]([CH:16]([OH:17])[CH:18]=[CH2:19])=[N:4][N:5]([CH2:7][C:8]2[CH:9]=[CH:10][C:11]([O:14][CH3:15])=[CH:12][CH:13]=2)[CH:6]=1. The catalyst class is: 1. (3) Reactant: [N:1]1([S:5]([NH:8][C:9](=[O:29])[C:10]2[CH:15]=[C:14](Cl)[C:13]([O:17][CH2:18][C:19]3([C:24]([F:27])([F:26])[F:25])[CH2:23][CH2:22][CH2:21][CH2:20]3)=[CH:12][C:11]=2[F:28])(=[O:7])=[O:6])[CH2:4][CH2:3][CH2:2]1.[CH:30]1(B(O)O)[CH2:32][CH2:31]1.P([O-])([O-])([O-])=O.[K+].[K+].[K+].F[B-](F)(F)F.C1(P(C2CCCCC2)C2CCCCC2)CCCCC1.Cl. Product: [N:1]1([S:5]([NH:8][C:9](=[O:29])[C:10]2[CH:15]=[C:14]([CH:30]3[CH2:32][CH2:31]3)[C:13]([O:17][CH2:18][C:19]3([C:24]([F:27])([F:26])[F:25])[CH2:23][CH2:22][CH2:21][CH2:20]3)=[CH:12][C:11]=2[F:28])(=[O:7])=[O:6])[CH2:4][CH2:3][CH2:2]1. The catalyst class is: 498. (4) Reactant: [O:1]1[CH2:6][CH2:5][N:4]([C:7]2[CH:8]=[N:9][CH:10]=[C:11]([N+:14]([O-])=O)[C:12]=2[NH2:13])[CH2:3][CH2:2]1. Product: [O:1]1[CH2:6][CH2:5][N:4]([C:7]2[C:12]([NH2:13])=[C:11]([NH2:14])[CH:10]=[N:9][CH:8]=2)[CH2:3][CH2:2]1. The catalyst class is: 19. (5) Reactant: CN(C(ON1N=NC2C=CC=CC1=2)=[N+](C)C)C.[B-](F)(F)(F)F.FC(F)(F)C(O)=O.[NH2:30][C@H:31]([CH2:51][C:52]1[CH:57]=[CH:56][C:55]([O:58][CH3:59])=[CH:54][CH:53]=1)[C:32]([N:34]1[CH2:37][C:36]([O:45][CH2:46][CH2:47][CH2:48][CH2:49][CH3:50])([C:38]2[CH:43]=[CH:42][CH:41]=[CH:40][C:39]=2[CH3:44])[CH2:35]1)=[O:33].Cl.[CH2:61]([C:68](O)=[O:69])[CH2:62][C:63]1[N:67]=[CH:66][NH:65][CH:64]=1.[OH-].[Na+]. Product: [CH3:59][O:58][C:55]1[CH:54]=[CH:53][C:52]([CH2:51][C@@H:31]([NH:30][C:68](=[O:69])[CH2:61][CH2:62][C:63]2[N:67]=[CH:66][NH:65][CH:64]=2)[C:32](=[O:33])[N:34]2[CH2:35][C:36]([O:45][CH2:46][CH2:47][CH2:48][CH2:49][CH3:50])([C:38]3[CH:43]=[CH:42][CH:41]=[CH:40][C:39]=3[CH3:44])[CH2:37]2)=[CH:57][CH:56]=1. The catalyst class is: 289. (6) Reactant: FC(F)(F)C(O)=O.C([O:12][C:13](=[O:31])[CH2:14][O:15][C:16]1[CH:21]=[CH:20][C:19]([CH2:22][C:23]([O:25][CH2:26][CH3:27])=[O:24])=[CH:18][C:17]=1[O:28][CH2:29][CH3:30])(C)(C)C. Product: [CH2:29]([O:28][C:17]1[CH:18]=[C:19]([CH2:22][C:23]([O:25][CH2:26][CH3:27])=[O:24])[CH:20]=[CH:21][C:16]=1[O:15][CH2:14][C:13]([OH:31])=[O:12])[CH3:30]. The catalyst class is: 4. (7) Reactant: [OH:1][CH2:2][CH2:3][N:4]1[CH2:9][CH2:8][CH2:7][CH2:6][N:5]1[C:10]1[C:19]2[C:14](=[CH:15][CH:16]=[CH:17][CH:18]=2)[C:13]([C:20]#[N:21])=[CH:12][CH:11]=1.[C:22]1(P([C:22]2[CH:27]=[CH:26][CH:25]=[CH:24][CH:23]=2)[C:22]2[CH:27]=[CH:26][CH:25]=[CH:24][CH:23]=2)[CH:27]=[CH:26][CH:25]=[CH:24][CH:23]=1.C1(O)C=CC=CC=1.CC(OC(/N=N/C(OC(C)C)=O)=O)C. Product: [C:22]1([O:1][CH2:2][CH2:3][N:4]2[CH2:9][CH2:8][CH2:7][CH2:6][N:5]2[C:10]2[C:19]3[C:14](=[CH:15][CH:16]=[CH:17][CH:18]=3)[C:13]([C:20]#[N:21])=[CH:12][CH:11]=2)[CH:27]=[CH:26][CH:25]=[CH:24][CH:23]=1. The catalyst class is: 4. (8) Reactant: [NH2:1][CH:2]1[CH2:7][CH2:6][N:5]([CH2:8][CH:9]2[C:19]3[C:20]4[N:11]([C:12](=[O:22])[CH:13]=[N:14][C:15]=4[CH:16]=[CH:17][C:18]=3[F:21])[CH2:10]2)[CH2:4][CH2:3]1.[CH:23]([C:25]1[N:41]=[CH:40][C:28]2[O:29][CH2:30][CH2:31][N:32]([C:33]([O:35][C:36]([CH3:39])([CH3:38])[CH3:37])=[O:34])[C:27]=2[CH:26]=1)=O.C(O[BH-](OC(=O)C)OC(=O)C)(=O)C.[Na+]. Product: [F:21][C:18]1[CH:17]=[CH:16][C:15]2[N:14]=[CH:13][C:12](=[O:22])[N:11]3[CH2:10][CH:9]([CH2:8][N:5]4[CH2:4][CH2:3][CH:2]([NH:1][CH2:23][C:25]5[N:41]=[CH:40][C:28]6[O:29][CH2:30][CH2:31][N:32]([C:33]([O:35][C:36]([CH3:37])([CH3:39])[CH3:38])=[O:34])[C:27]=6[CH:26]=5)[CH2:7][CH2:6]4)[C:19]=1[C:20]=23. The catalyst class is: 147.